From a dataset of Full USPTO retrosynthesis dataset with 1.9M reactions from patents (1976-2016). Predict the reactants needed to synthesize the given product. Given the product [F:21][C:2]([F:1])([F:20])[C:3]([C:5]1[CH:6]=[CH:7][C:8]([C:23]2[CH:28]=[CH:27][C:26]([F:29])=[CH:25][N:24]=2)=[CH:9][CH:10]=1)=[O:4], predict the reactants needed to synthesize it. The reactants are: [F:1][C:2]([F:21])([F:20])[C:3]([C:5]1[CH:10]=[CH:9][C:8](B2OC(C)(C)C(C)(C)O2)=[CH:7][CH:6]=1)=[O:4].Br[C:23]1[CH:28]=[CH:27][C:26]([F:29])=[CH:25][N:24]=1.C(=O)([O-])[O-].[Na+].[Na+].